This data is from Catalyst prediction with 721,799 reactions and 888 catalyst types from USPTO. The task is: Predict which catalyst facilitates the given reaction. (1) Reactant: C[O:2][C:3](=[O:29])[CH2:4][CH2:5][CH2:6][CH2:7][CH2:8][CH2:9][CH2:10][CH2:11][C:12](=[O:28])[NH:13][C:14]1[CH:27]=[C:26]2[C:21]([N:22]=[CH:23][CH:24]=[CH:25]2)=[C:20]2[C:15]=1[CH:16]=[CH:17][CH:18]=[N:19]2.[OH-].[K+]. Product: [N:19]1[C:20]2[C:15](=[C:14]([NH:13][C:12]([CH2:11][CH2:10][CH2:9][CH2:8][CH2:7][CH2:6][CH2:5][CH2:4][C:3]([OH:29])=[O:2])=[O:28])[CH:27]=[C:26]3[C:21]=2[N:22]=[CH:23][CH:24]=[CH:25]3)[CH:16]=[CH:17][CH:18]=1. The catalyst class is: 38. (2) Reactant: [NH2:1][C:2]1[C:3]([Cl:12])=[C:4]([CH:9]=[CH:10][CH:11]=1)[C:5]([O:7][CH3:8])=[O:6].N1C=CC=CC=1.[F:19][C:20]1[CH:25]=[CH:24][CH:23]=[C:22]([F:26])[C:21]=1[S:27](Cl)(=[O:29])=[O:28]. Product: [Cl:12][C:3]1[C:2]([NH:1][S:27]([C:21]2[C:22]([F:26])=[CH:23][CH:24]=[CH:25][C:20]=2[F:19])(=[O:29])=[O:28])=[CH:11][CH:10]=[CH:9][C:4]=1[C:5]([O:7][CH3:8])=[O:6]. The catalyst class is: 2. (3) Reactant: [CH3:1][O:2][C:3]([CH:5]1[C:10](=[O:11])[CH:9]2[N:12]([C:13]([O:15][C:16]([CH3:19])([CH3:18])[CH3:17])=[O:14])[CH:6]1[CH:7]=[CH:8]2)=[O:4]. Product: [CH3:1][O:2][C:3]([CH:5]1[C:10](=[O:11])[CH:9]2[N:12]([C:13]([O:15][C:16]([CH3:19])([CH3:18])[CH3:17])=[O:14])[CH:6]1[CH2:7][CH2:8]2)=[O:4]. The catalyst class is: 19. (4) The catalyst class is: 5. Product: [NH2:15][C:2]1[CH2:6][CH2:5][CH2:4][C:3]=1[C:7]([O:9][CH3:10])=[O:8]. Reactant: O=[C:2]1[CH2:6][CH2:5][CH2:4][CH:3]1[C:7]([O:9][CH3:10])=[O:8].C([O-])(=O)C.[NH4+:15].